From a dataset of Forward reaction prediction with 1.9M reactions from USPTO patents (1976-2016). Predict the product of the given reaction. Given the reactants Br[CH2:2][C:3]1[CH:8]=[CH:7][C:6]([O:9][CH3:10])=[C:5]([N+:11]([O-:13])=[O:12])[CH:4]=1.CCO.[CH3:17][NH2:18], predict the reaction product. The product is: [CH3:10][O:9][C:6]1[CH:7]=[CH:8][C:3]([CH2:2][NH:18][CH3:17])=[CH:4][C:5]=1[N+:11]([O-:13])=[O:12].